Dataset: NCI-60 drug combinations with 297,098 pairs across 59 cell lines. Task: Regression. Given two drug SMILES strings and cell line genomic features, predict the synergy score measuring deviation from expected non-interaction effect. (1) Drug 1: CN(CCCl)CCCl.Cl. Drug 2: CC1C(C(CC(O1)OC2CC(CC3=C2C(=C4C(=C3O)C(=O)C5=CC=CC=C5C4=O)O)(C(=O)C)O)N)O. Cell line: OVCAR-5. Synergy scores: CSS=35.7, Synergy_ZIP=-2.97, Synergy_Bliss=-2.57, Synergy_Loewe=-11.7, Synergy_HSA=-0.654. (2) Drug 1: CC1=C(C=C(C=C1)NC2=NC=CC(=N2)N(C)C3=CC4=NN(C(=C4C=C3)C)C)S(=O)(=O)N.Cl. Drug 2: CN(CC1=CN=C2C(=N1)C(=NC(=N2)N)N)C3=CC=C(C=C3)C(=O)NC(CCC(=O)O)C(=O)O. Cell line: COLO 205. Synergy scores: CSS=23.2, Synergy_ZIP=5.62, Synergy_Bliss=3.64, Synergy_Loewe=-35.8, Synergy_HSA=-2.48. (3) Drug 1: CNC(=O)C1=CC=CC=C1SC2=CC3=C(C=C2)C(=NN3)C=CC4=CC=CC=N4. Drug 2: C1=CC(=C2C(=C1NCCNCCO)C(=O)C3=C(C=CC(=C3C2=O)O)O)NCCNCCO. Cell line: HOP-92. Synergy scores: CSS=33.5, Synergy_ZIP=0.295, Synergy_Bliss=-4.00, Synergy_Loewe=-24.8, Synergy_HSA=-4.29. (4) Drug 1: CC1=C(C=C(C=C1)NC2=NC=CC(=N2)N(C)C3=CC4=NN(C(=C4C=C3)C)C)S(=O)(=O)N.Cl. Drug 2: CC=C1C(=O)NC(C(=O)OC2CC(=O)NC(C(=O)NC(CSSCCC=C2)C(=O)N1)C(C)C)C(C)C. Cell line: NCI-H522. Synergy scores: CSS=61.2, Synergy_ZIP=5.46, Synergy_Bliss=6.34, Synergy_Loewe=-67.7, Synergy_HSA=6.50. (5) Drug 1: CCCS(=O)(=O)NC1=C(C(=C(C=C1)F)C(=O)C2=CNC3=C2C=C(C=N3)C4=CC=C(C=C4)Cl)F. Drug 2: C1CCC(C(C1)N)N.C(=O)(C(=O)[O-])[O-].[Pt+4]. Cell line: CAKI-1. Synergy scores: CSS=19.1, Synergy_ZIP=-3.36, Synergy_Bliss=-0.203, Synergy_Loewe=-8.23, Synergy_HSA=2.37. (6) Drug 1: C1CC(C1)(C(=O)O)C(=O)O.[NH2-].[NH2-].[Pt+2]. Drug 2: CC(C)NC(=O)C1=CC=C(C=C1)CNNC.Cl. Cell line: HCT-15. Synergy scores: CSS=5.24, Synergy_ZIP=-0.978, Synergy_Bliss=3.69, Synergy_Loewe=-1.52, Synergy_HSA=0.355. (7) Drug 1: C1=C(C(=O)NC(=O)N1)N(CCCl)CCCl. Drug 2: B(C(CC(C)C)NC(=O)C(CC1=CC=CC=C1)NC(=O)C2=NC=CN=C2)(O)O. Cell line: OVCAR-4. Synergy scores: CSS=2.72, Synergy_ZIP=-0.583, Synergy_Bliss=0.223, Synergy_Loewe=0.544, Synergy_HSA=0.131. (8) Drug 1: C1CCC(CC1)NC(=O)N(CCCl)N=O. Drug 2: C1CC(C1)(C(=O)O)C(=O)O.[NH2-].[NH2-].[Pt+2]. Cell line: BT-549. Synergy scores: CSS=21.0, Synergy_ZIP=-9.68, Synergy_Bliss=-0.424, Synergy_Loewe=-4.30, Synergy_HSA=0.765. (9) Drug 1: C1CC(=O)NC(=O)C1N2CC3=C(C2=O)C=CC=C3N. Drug 2: CS(=O)(=O)OCCCCOS(=O)(=O)C. Cell line: U251. Synergy scores: CSS=15.7, Synergy_ZIP=-5.75, Synergy_Bliss=-0.872, Synergy_Loewe=0.755, Synergy_HSA=0.835.